Task: Predict the reaction yield, written as a fraction of the theoretical maximum amount of product (1.0 means a 100% yield; for example, 0.34 means a 34% yield).. Dataset: Reaction yield outcomes from USPTO patents with 853,638 reactions The reactants are [OH:1][CH:2]([CH2:16][CH3:17])[CH2:3][CH2:4]OS(C1C=CC(C)=CC=1)(=O)=O.C(O)(=O)C.[CH2:22]([C:24]1[CH:25]=[CH:26][C:27]([OH:38])=[C:28]([C:30]([C:32]2[CH:37]=[CH:36][CH:35]=[CH:34][CH:33]=2)=[O:31])[CH:29]=1)[CH3:23].C(=O)([O-])[O-].[Cs+].[Cs+]. The catalyst is CN(C=O)C.C(OCC)C. The product is [CH2:22]([C:24]1[CH:25]=[CH:26][C:27]([O:38][CH2:4][CH2:3][CH:2]([OH:1])[CH2:16][CH3:17])=[C:28]([C:30]([C:32]2[CH:37]=[CH:36][CH:35]=[CH:34][CH:33]=2)=[O:31])[CH:29]=1)[CH3:23]. The yield is 0.510.